From a dataset of Forward reaction prediction with 1.9M reactions from USPTO patents (1976-2016). Predict the product of the given reaction. (1) Given the reactants Cl[C:2]1[C:11]2[C:6](=[CH:7][CH:8]=[CH:9][C:10]=2[C:12]2[CH:17]=[CH:16][CH:15]=[CH:14][CH:13]=2)[C:5]([I:18])=[C:4]([Cl:19])[N:3]=1.[NH2:20][CH2:21][C:22]1[CH:27]=[CH:26][CH:25]=[CH:24][N:23]=1, predict the reaction product. The product is: [Cl:19][C:4]1[N:3]=[C:2]([NH:20][CH2:21][C:22]2[CH:27]=[CH:26][CH:25]=[CH:24][N:23]=2)[C:11]2[C:6]([C:5]=1[I:18])=[CH:7][CH:8]=[CH:9][C:10]=2[C:12]1[CH:17]=[CH:16][CH:15]=[CH:14][CH:13]=1. (2) Given the reactants [CH:1]([N:14]1[CH2:17][C:16]([CH2:19][NH2:20])([F:18])[CH2:15]1)([C:8]1[CH:13]=[CH:12][CH:11]=[CH:10][CH:9]=1)[C:2]1[CH:7]=[CH:6][CH:5]=[CH:4][CH:3]=1.[CH3:21][C:22]([O:25][C:26](O[C:26]([O:25][C:22]([CH3:24])([CH3:23])[CH3:21])=[O:27])=[O:27])([CH3:24])[CH3:23], predict the reaction product. The product is: [CH:1]([N:14]1[CH2:15][C:16]([CH2:19][NH:20][C:26](=[O:27])[O:25][C:22]([CH3:24])([CH3:23])[CH3:21])([F:18])[CH2:17]1)([C:8]1[CH:13]=[CH:12][CH:11]=[CH:10][CH:9]=1)[C:2]1[CH:7]=[CH:6][CH:5]=[CH:4][CH:3]=1.